Dataset: Catalyst prediction with 721,799 reactions and 888 catalyst types from USPTO. Task: Predict which catalyst facilitates the given reaction. (1) Reactant: [CH3:1][O:2][C:3](=[O:14])[C:4]1[C:5](=[CH:7][CH:8]=[C:9]([C:11](=[O:13])[CH3:12])[CH:10]=1)[OH:6].[CH2:15](Br)[C:16]1[CH:21]=[CH:20][CH:19]=[CH:18][CH:17]=1.C(=O)([O-])[O-].[K+].[K+]. Product: [CH3:1][O:2][C:3](=[O:14])[C:4]1[CH:10]=[C:9]([C:11](=[O:13])[CH3:12])[CH:8]=[CH:7][C:5]=1[O:6][CH2:15][C:16]1[CH:21]=[CH:20][CH:19]=[CH:18][CH:17]=1. The catalyst class is: 311. (2) Product: [CH2:16]([O:15][C:13](=[O:14])[C:12]([CH2:18][O:3][CH:4]1[CH2:9][CH2:8][O:7][CH2:6][CH2:5]1)=[CH2:11])[CH3:17]. Reactant: [H-].[Na+].[OH:3][CH:4]1[CH2:9][CH2:8][O:7][CH2:6][CH2:5]1.Br[CH2:11][C:12](=[CH2:18])[C:13]([O:15][CH2:16][CH3:17])=[O:14]. The catalyst class is: 1. (3) Reactant: [CH3:1][O:2][CH2:3][CH2:4][N:5]1[C:14]2[C:9](=[CH:10][CH:11]=[C:12]([CH2:15][N:16]3[CH:20]=[C:19]([C:21]([O:23]CC)=[O:22])[CH:18]=[N:17]3)[CH:13]=2)[CH2:8][CH2:7][CH2:6]1. Product: [CH3:1][O:2][CH2:3][CH2:4][N:5]1[C:14]2[C:9](=[CH:10][CH:11]=[C:12]([CH2:15][N:16]3[CH:20]=[C:19]([C:21]([OH:23])=[O:22])[CH:18]=[N:17]3)[CH:13]=2)[CH2:8][CH2:7][CH2:6]1. The catalyst class is: 273. (4) Reactant: [F:1][C:2]1[CH:7]=[CH:6][C:5]([C:8]2[N:9](COCC[Si](C)(C)C)[C:10]([C:19]3[CH:20]=[C:21]4[CH:27]=[CH:26][NH:25][C:22]4=[N:23][CH:24]=3)=[C:11]([C:13]3[CH:18]=[CH:17][N:16]=[CH:15][CH:14]=3)[N:12]=2)=[CH:4][CH:3]=1.C1C(=O)N([Cl:43])C(=O)C1.Cl. Product: [Cl:43][C:27]1[C:21]2[C:22](=[N:23][CH:24]=[C:19]([C:10]3[NH:9][C:8]([C:5]4[CH:6]=[CH:7][C:2]([F:1])=[CH:3][CH:4]=4)=[N:12][C:11]=3[C:13]3[CH:18]=[CH:17][N:16]=[CH:15][CH:14]=3)[CH:20]=2)[NH:25][CH:26]=1. The catalyst class is: 10. (5) Reactant: [Br:1][C:2]1[CH:10]=[C:9]2[C:5](/[C:6](=[CH:12]/[C:13]3[CH:18]=[CH:17][CH:16]=[C:15]([Cl:19])[CH:14]=3)/[C:7](=[O:11])[NH:8]2)=[CH:4][CH:3]=1.[Cl:20][C:21]1[CH:22]=[CH:23][C:24]([CH3:36])=[C:25]([CH:27]=[N:28][C:29]([O:31][Si](C)(C)C)=[CH2:30])[CH:26]=1. Product: [Br:1][C:2]1[CH:10]=[C:9]2[NH:8][C:7](=[O:11])[C:6]3([CH:12]([C:13]4[CH:18]=[CH:17][CH:16]=[C:15]([Cl:19])[CH:14]=4)[CH2:31][C:29](=[O:30])[NH:28][CH:27]3[C:25]3[CH:26]=[C:21]([Cl:20])[CH:22]=[CH:23][C:24]=3[CH3:36])[C:5]2=[CH:4][CH:3]=1. The catalyst class is: 11.